Dataset: KCNQ2 potassium channel screen with 302,405 compounds. Task: Binary Classification. Given a drug SMILES string, predict its activity (active/inactive) in a high-throughput screening assay against a specified biological target. (1) The compound is s1c(nc(c2c(OC)cc(OC)cc2)c1)NC(=O)CSCC(=O)Nc1noc(c1)C. The result is 0 (inactive). (2) The drug is O(C(=O)C1CN(CCC1)Cc1c2c(oc(=O)c1)cc(c(c2)C)C)CC. The result is 0 (inactive). (3) The result is 0 (inactive). The molecule is O=C(N1CCN(CC1)C)NCc1ccc(cc1)C. (4) The compound is FC(F)(F)c1cc(N2CCOCC2)c(NC(=O)CC#N)cc1. The result is 0 (inactive). (5) The molecule is s1c(C(N(c2cc(c(cc2)C)C)C(=O)C(F)(F)F)C(=O)NC2CCCCC2)ccc1. The result is 0 (inactive). (6) The drug is O=C1N(C(=O)NC21CCCC2)CC(=O)Nc1c(Oc2ccc(OCC)cc2)cccc1. The result is 1 (active).